This data is from Full USPTO retrosynthesis dataset with 1.9M reactions from patents (1976-2016). The task is: Predict the reactants needed to synthesize the given product. (1) Given the product [I:33][C:34]1[CH:39]=[CH:38][CH:37]=[CH:36][C:35]=1[CH:40]([CH2:44][CH3:45])[C:41]([NH2:7])=[O:42], predict the reactants needed to synthesize it. The reactants are: C1C=CC2N(O)N=[N:7]C=2C=1.CCN=C=NCCCN(C)C.Cl.Cl.CCN(C(C)C)C(C)C.[I:33][C:34]1[CH:39]=[CH:38][CH:37]=[CH:36][C:35]=1[CH:40]([CH2:44][CH3:45])[C:41](O)=[O:42].C(=O)([O-])[O-].[NH4+].[NH4+]. (2) Given the product [CH3:52][N:50]1[N:49]=[N:48][C:47]([NH:46][CH2:45][C:43]2[N:44]=[C:40]([C:37]3[CH:38]=[CH:39][C:34]([O:33][CH2:32][CH2:31][CH2:30][N:16]4[CH2:12][CH2:9][CH2:17][CH:15]4[CH3:14])=[CH:35][CH:36]=3)[O:41][CH:42]=2)=[N:51]1, predict the reactants needed to synthesize it. The reactants are: ClCCCOC1C=C[C:9]([C:12]2O[CH:14]=[C:15]([CH:17]=O)[N:16]=2)=CC=1.CN1N=NC(N)=N1.C([BH3-])#N.Cl[CH2:30][CH2:31][CH2:32][O:33][C:34]1[CH:39]=[CH:38][C:37]([C:40]2[O:41][CH:42]=[C:43]([CH2:45][NH:46][C:47]3[N:48]=[N:49][N:50]([CH3:52])[N:51]=3)[N:44]=2)=[CH:36][CH:35]=1.CC1CCCN1.C(=O)([O-])[O-].[Na+].[Na+].[I-].[Na+]. (3) Given the product [F:1][C:2]1[CH:8]=[CH:7][C:5]([NH:6][C:31](=[O:32])[CH2:30][N:29]([CH3:34])[CH3:28])=[CH:4][C:3]=1[N+:9]([O-:11])=[O:10], predict the reactants needed to synthesize it. The reactants are: [F:1][C:2]1[CH:8]=[CH:7][C:5]([NH2:6])=[CH:4][C:3]=1[N+:9]([O-:11])=[O:10].C1COCC1.ClCCCl.N1C=CC=CC=1.Cl.[CH3:28][N:29]([CH3:34])[CH2:30][C:31](Cl)=[O:32]. (4) Given the product [Cl:1][C:2]1[CH:3]=[CH:4][C:5]([CH2:6][CH2:7][NH:8][C:9]([C:11]2[CH:12]=[CH:13][C:14]([O:15][C:16]3[CH:21]=[CH:20][C:19]([CH2:22][C:23]([OH:25])=[O:24])=[CH:18][C:17]=3[C:30]#[N:31])=[CH:32][CH:33]=2)=[O:10])=[CH:34][CH:35]=1, predict the reactants needed to synthesize it. The reactants are: [Cl:1][C:2]1[CH:35]=[CH:34][C:5]([CH2:6][CH2:7][NH:8][C:9]([C:11]2[CH:33]=[CH:32][C:14]([O:15][C:16]3[CH:21]=[CH:20][C:19]([CH2:22][C:23]([O:25]C(C)(C)C)=[O:24])=[CH:18][C:17]=3[C:30]#[N:31])=[CH:13][CH:12]=2)=[O:10])=[CH:4][CH:3]=1.C(O)(C(F)(F)F)=O. (5) Given the product [ClH:1].[OH:21][CH:15]([CH:11]1[O:12][CH2:13][CH2:14][NH:9][CH2:10]1)[C:16]([O:18][CH2:19][CH3:20])=[O:17], predict the reactants needed to synthesize it. The reactants are: [ClH:1].C([N:9]1[CH2:14][CH2:13][O:12][CH:11]([CH:15]([OH:21])[C:16]([O:18][CH2:19][CH3:20])=[O:17])[CH2:10]1)C1C=CC=CC=1.